This data is from Full USPTO retrosynthesis dataset with 1.9M reactions from patents (1976-2016). The task is: Predict the reactants needed to synthesize the given product. (1) Given the product [Cl:1][C:2]1[CH:7]=[CH:6][CH:5]=[C:4]([F:8])[C:3]=1[C:9]1[N:10]=[C:11]2[CH:16]=[CH:15][CH:14]=[C:13]([O:33][CH2:32][CH2:31][F:30])[N:12]2[C:18]=1[NH:19][C:20]1[CH:29]=[CH:28][C:23]2[O:24][CH2:25][CH2:26][O:27][C:22]=2[CH:21]=1, predict the reactants needed to synthesize it. The reactants are: [Cl:1][C:2]1[CH:7]=[CH:6][CH:5]=[C:4]([F:8])[C:3]=1[C:9]1[N:10]=[C:11]2[CH:16]=[CH:15][CH:14]=[C:13](F)[N:12]2[C:18]=1[NH:19][C:20]1[CH:29]=[CH:28][C:23]2[O:24][CH2:25][CH2:26][O:27][C:22]=2[CH:21]=1.[F:30][CH2:31][CH2:32][OH:33]. (2) Given the product [Cl:37][C:33]1[C:32]([F:38])=[C:31]([NH:30][C:21]2[C:20]3[C:25](=[CH:26][C:27]([O:28][CH3:29])=[C:18]([O:17][C@@H:15]4[CH2:14][CH2:13][NH:12][C@@H:11]([C:9]([NH2:8])=[O:10])[CH2:16]4)[CH:19]=3)[N:24]=[CH:23][N:22]=2)[CH:36]=[CH:35][CH:34]=1, predict the reactants needed to synthesize it. The reactants are: C(O)(C(F)(F)F)=O.[NH2:8][C:9]([C@H:11]1[CH2:16][C@H:15]([O:17][C:18]2[CH:19]=[C:20]3[C:25](=[CH:26][C:27]=2[O:28][CH3:29])[N:24]=[CH:23][N:22]=[C:21]3[NH:30][C:31]2[CH:36]=[CH:35][CH:34]=[C:33]([Cl:37])[C:32]=2[F:38])[CH2:14][CH2:13][N:12]1C(OC(C)(C)C)=O)=[O:10]. (3) Given the product [NH2:17][C:5]1[C:6]([NH:10][C:11]2[CH:16]=[CH:15][CH:14]=[CH:13][N:12]=2)=[C:7]([C:2]([F:1])=[CH:3][CH:4]=1)[C:8]#[N:9], predict the reactants needed to synthesize it. The reactants are: [F:1][C:2]1[C:7]([C:8]#[N:9])=[C:6]([NH:10][C:11]2[CH:16]=[CH:15][CH:14]=[CH:13][N:12]=2)[C:5]([N+:17]([O-])=O)=[CH:4][CH:3]=1.[Cl-].[NH4+]. (4) Given the product [Br:31][CH2:2][CH:3]([NH:5][S:6]([C:9]1[CH:14]=[CH:13][C:12]([C:15]2[C:16]3[C:17]4[CH:30]=[CH:29][S:28][C:18]=4[C:19](=[O:27])[NH:20][C:21]=3[CH:22]=[CH:23][C:24]=2[OH:25])=[CH:11][CH:10]=1)(=[O:8])=[O:7])[CH3:4], predict the reactants needed to synthesize it. The reactants are: O[CH2:2][CH:3]([NH:5][S:6]([C:9]1[CH:14]=[CH:13][C:12]([C:15]2[C:16]3[C:17]4[CH:30]=[CH:29][S:28][C:18]=4[C:19](=[O:27])[NH:20][C:21]=3[CH:22]=[CH:23][C:24]=2[O:25]C)=[CH:11][CH:10]=1)(=[O:8])=[O:7])[CH3:4].[Br:31]B(Br)Br. (5) Given the product [Cl:22][C:17]1[CH:16]=[C:15]([CH:10]2[CH2:9][C:8]([CH3:25])([CH:23]=[CH2:24])[C:7]3[N:6]=[C:5]([C:3]([OH:4])=[O:2])[CH:14]=[CH:13][C:12]=3[NH:11]2)[CH:20]=[CH:19][C:18]=1[F:21], predict the reactants needed to synthesize it. The reactants are: C[O:2][C:3]([C:5]1[CH:14]=[CH:13][C:12]2[NH:11][CH:10]([C:15]3[CH:20]=[CH:19][C:18]([F:21])=[C:17]([Cl:22])[CH:16]=3)[CH2:9][C:8]([CH3:25])([CH:23]=[CH2:24])[C:7]=2[N:6]=1)=[O:4].[OH-].[Na+].